From a dataset of NCI-60 drug combinations with 297,098 pairs across 59 cell lines. Regression. Given two drug SMILES strings and cell line genomic features, predict the synergy score measuring deviation from expected non-interaction effect. Drug 1: CC1CCC2CC(C(=CC=CC=CC(CC(C(=O)C(C(C(=CC(C(=O)CC(OC(=O)C3CCCCN3C(=O)C(=O)C1(O2)O)C(C)CC4CCC(C(C4)OC)OCCO)C)C)O)OC)C)C)C)OC. Drug 2: CC1C(C(CC(O1)OC2CC(OC(C2O)C)OC3=CC4=CC5=C(C(=O)C(C(C5)C(C(=O)C(C(C)O)O)OC)OC6CC(C(C(O6)C)O)OC7CC(C(C(O7)C)O)OC8CC(C(C(O8)C)O)(C)O)C(=C4C(=C3C)O)O)O)O. Cell line: MOLT-4. Synergy scores: CSS=20.4, Synergy_ZIP=-2.40, Synergy_Bliss=6.19, Synergy_Loewe=-0.149, Synergy_HSA=1.71.